Task: Predict the product of the given reaction.. Dataset: Forward reaction prediction with 1.9M reactions from USPTO patents (1976-2016) (1) Given the reactants [OH:1][C:2]1[C:3](=[O:19])[NH:4][C:5](=[O:18])[N:6]([CH2:8][CH2:9][C:10]2[CH:15]=[CH:14][CH:13]=[CH:12][C:11]=2[O:16]C)[N:7]=1.B(Br)(Br)Br.O, predict the reaction product. The product is: [OH:1][C:2]1[C:3](=[O:19])[NH:4][C:5](=[O:18])[N:6]([CH2:8][CH2:9][C:10]2[CH:15]=[CH:14][CH:13]=[CH:12][C:11]=2[OH:16])[N:7]=1. (2) Given the reactants CC1C=CC(S([O:11][CH2:12][CH:13]2[CH2:17][CH2:16][CH2:15][CH2:14]2)(=O)=O)=CC=1.[CH2:18]([NH:25][C:26]([C:28]1[S:32][C:31]([N:33]2[CH:38]=[CH:37][C:36](O)=[CH:35][C:34]2=[O:40])=[N:30][C:29]=1[CH3:41])=[O:27])[C:19]1[CH:24]=[CH:23][CH:22]=[CH:21][CH:20]=1, predict the reaction product. The product is: [CH2:18]([NH:25][C:26]([C:28]1[S:32][C:31]([N:33]2[CH:38]=[CH:37][C:36]([O:11][CH2:12][CH:13]3[CH2:14][CH2:15][CH2:16][CH2:17]3)=[CH:35][C:34]2=[O:40])=[N:30][C:29]=1[CH3:41])=[O:27])[C:19]1[CH:24]=[CH:23][CH:22]=[CH:21][CH:20]=1. (3) Given the reactants [F:1][C:2]1[CH:7]=[CH:6][CH:5]=[CH:4][C:3]=1[N:8]1[C:12]([C:13]2[CH:18]=[CH:17][N:16]=[CH:15][CH:14]=2)=[C:11]([C:19](OCC)=[O:20])[N:10]=[N:9]1.O[N:25]=[C:26]([NH2:35])[C:27]1[CH:32]=[CH:31][C:30]([O:33][CH3:34])=[N:29][CH:28]=1, predict the reaction product. The product is: [F:1][C:2]1[CH:7]=[CH:6][CH:5]=[CH:4][C:3]=1[N:8]1[C:12]([C:13]2[CH:18]=[CH:17][N:16]=[CH:15][CH:14]=2)=[C:11]([C:19]2[O:20][N:25]=[C:26]([C:27]3[CH:32]=[CH:31][C:30]([O:33][CH3:34])=[N:29][CH:28]=3)[N:35]=2)[N:10]=[N:9]1. (4) Given the reactants Cl[C:2]1[S:6][N:5]=[C:4]([CH:7]([CH3:9])[CH3:8])[N:3]=1.FC(F)(F)C(O)=O.[O:17]1[C:21]2[CH:22]=[CH:23][CH:24]=[CH:25][C:20]=2[C:19]([NH:26][C:27]([N:29]2[CH2:34][CH2:33][NH:32][CH2:31][CH2:30]2)=[O:28])=[N:18]1.C(N(CC)CC)C.O, predict the reaction product. The product is: [O:17]1[C:21]2[CH:22]=[CH:23][CH:24]=[CH:25][C:20]=2[C:19]([NH:26][C:27]([N:29]2[CH2:34][CH2:33][N:32]([C:2]3[S:6][N:5]=[C:4]([CH:7]([CH3:9])[CH3:8])[N:3]=3)[CH2:31][CH2:30]2)=[O:28])=[N:18]1. (5) Given the reactants [F:1][C:2]1[CH:10]=[CH:9][C:5]([C:6]([OH:8])=[O:7])=[CH:4][C:3]=1[SH:11].CS(O[CH:17]1[CH2:21][CH2:20][CH:19]([CH2:22]C(OC)=O)[CH2:18]1)(=O)=O.[C:27](=O)([O-])[O-:28].[Cs+].[Cs+].[I-].[Na+].CC[O:37]CC, predict the reaction product. The product is: [F:1][C:2]1[CH:10]=[CH:9][C:5]([C:6]([OH:8])=[O:7])=[CH:4][C:3]=1[S:11][CH:21]1[CH2:17][CH2:18][CH:19]([C:22]([O:28][CH3:27])=[O:37])[CH2:20]1. (6) Given the reactants Br[C:2]1[CH:3]=[C:4]2[C:8](=[CH:9][CH:10]=1)[CH2:7][N:6]([C:11]1[N:12]=[N:13][N:14]([CH3:16])[N:15]=1)[CH2:5]2.[F:17][C:18]1[CH:19]=[C:20]([N:33]2[CH2:37][C@H:36]([CH2:38][OH:39])[O:35][C:34]2=[O:40])[CH:21]=[CH:22][C:23]=1B1OC(C)(C)C(C)(C)O1.C(=O)([O-])[O-].[Cs+].[Cs+], predict the reaction product. The product is: [F:17][C:18]1[CH:19]=[C:20]([N:33]2[CH2:37][C@H:36]([CH2:38][OH:39])[O:35][C:34]2=[O:40])[CH:21]=[CH:22][C:23]=1[C:2]1[CH:3]=[C:4]2[C:8](=[CH:9][CH:10]=1)[CH2:7][N:6]([C:11]1[N:12]=[N:13][N:14]([CH3:16])[N:15]=1)[CH2:5]2. (7) Given the reactants [N:1]1[CH:6]=[CH:5][CH:4]=[CH:3][C:2]=1[C:7]([OH:9])=O.CCN=C=NCCCN(C)C.C1C=CC2N(O)N=NC=2C=1.[CH2:31]([O:38][C:39]([N:41]1[CH2:47][CH2:46][CH:45]([OH:48])[CH:44]([NH2:49])[CH2:43][CH2:42]1)=[O:40])[C:32]1[CH:37]=[CH:36][CH:35]=[CH:34][CH:33]=1.C([O-])(O)=O.[Na+], predict the reaction product. The product is: [CH2:31]([O:38][C:39]([N:41]1[CH2:42][CH2:43][CH:44]([NH:49][C:7]([C:2]2[CH:3]=[CH:4][CH:5]=[CH:6][N:1]=2)=[O:9])[CH:45]([OH:48])[CH2:46][CH2:47]1)=[O:40])[C:32]1[CH:33]=[CH:34][CH:35]=[CH:36][CH:37]=1.